Dataset: TCR-epitope binding with 47,182 pairs between 192 epitopes and 23,139 TCRs. Task: Binary Classification. Given a T-cell receptor sequence (or CDR3 region) and an epitope sequence, predict whether binding occurs between them. (1) The TCR CDR3 sequence is CSVERFTGGAGFGYTF. Result: 0 (the TCR does not bind to the epitope). The epitope is GLNKIVRMY. (2) The epitope is GILGFVFTL. The TCR CDR3 sequence is CASSQDFSFETQYF. Result: 0 (the TCR does not bind to the epitope). (3) The epitope is IPSINVHHY. The TCR CDR3 sequence is CASSPGTEQFF. Result: 1 (the TCR binds to the epitope). (4) The TCR CDR3 sequence is CSAPAGEQFF. The epitope is AVFDRKSDAK. Result: 1 (the TCR binds to the epitope).